This data is from Catalyst prediction with 721,799 reactions and 888 catalyst types from USPTO. The task is: Predict which catalyst facilitates the given reaction. Product: [Br:16][C:17]1[CH:22]=[C:21]([C:23]2([C:7]3[CH:12]=[CH:11][N:10]=[C:9]([CH:13]([F:15])[F:14])[CH:8]=3)[C:31]3[C:32](=[C:33]([F:37])[CH:34]=[CH:35][CH:36]=3)[C:38]([NH2:39])=[N:24]2)[CH:20]=[CH:19][N:18]=1. The catalyst class is: 36. Reactant: C([Li])CCC.Br[C:7]1[CH:12]=[CH:11][N:10]=[C:9]([CH:13]([F:15])[F:14])[CH:8]=1.[Br:16][C:17]1[CH:22]=[C:21]([C:23]([C:31]2[CH:36]=[CH:35][CH:34]=[C:33]([F:37])[C:32]=2[C:38]#[N:39])=[N:24]S(C(C)(C)C)=O)[CH:20]=[CH:19][N:18]=1.Cl.